Task: Predict the product of the given reaction.. Dataset: Forward reaction prediction with 1.9M reactions from USPTO patents (1976-2016) (1) Given the reactants [Cl:1][C:2]1[CH:7]=[C:6]([C:8]([OH:10])=O)[C:5]([O:11][CH3:12])=[CH:4][C:3]=1[C:13]1[CH:18]=[CH:17][CH:16]=[CH:15][C:14]=1[Cl:19].S(Cl)(Cl)=O.[CH:24]1[CH:25]=[CH:26][N:27]2[CH2:33][C:32]3[CH:34]=[CH:35][CH:36]=[CH:37][C:31]=3[NH:30][CH2:29][C:28]=12.C(N(CC)CC)C, predict the reaction product. The product is: [Cl:19][C:14]1[CH:15]=[CH:16][CH:17]=[CH:18][C:13]=1[C:3]1[C:2]([Cl:1])=[CH:7][C:6]([C:8]([N:30]2[C:31]3[CH:37]=[CH:36][CH:35]=[CH:34][C:32]=3[CH2:33][N:27]3[CH:26]=[CH:25][CH:24]=[C:28]3[CH2:29]2)=[O:10])=[C:5]([O:11][CH3:12])[CH:4]=1. (2) The product is: [CH2:15]([C:14]1[N:13]=[C:1]([C:4]2[CH:11]=[CH:10][C:7]([CH:8]=[O:9])=[CH:6][CH:5]=2)[O:3][N:23]=1)[CH2:16][CH2:17][CH2:18][CH2:19][CH2:20][CH2:21][CH3:22]. Given the reactants [C:1]([C:4]1[CH:11]=[CH:10][C:7]([CH:8]=[O:9])=[CH:6][CH:5]=1)([OH:3])=O.O[NH:13][C:14](=[NH:23])[CH2:15][CH2:16][CH2:17][CH2:18][CH2:19][CH2:20][CH2:21][CH3:22], predict the reaction product.